This data is from Forward reaction prediction with 1.9M reactions from USPTO patents (1976-2016). The task is: Predict the product of the given reaction. (1) Given the reactants C([O:5][C:6](=[O:37])[C:7]([CH3:36])([O:9][C:10]1[CH:35]=[CH:34][C:13]([C:14]([O:16][CH2:17][C:18]2[N:19]=[N:20][N:21]([CH2:23][C:24]3[CH:29]=[CH:28][C:27]([C:30]([F:33])([F:32])[F:31])=[CH:26][CH:25]=3)[CH:22]=2)=[O:15])=[CH:12][CH:11]=1)[CH3:8])(C)(C)C.Cl, predict the reaction product. The product is: [CH3:36][C:7]([O:9][C:10]1[CH:35]=[CH:34][C:13]([C:14]([O:16][CH2:17][C:18]2[N:19]=[N:20][N:21]([CH2:23][C:24]3[CH:25]=[CH:26][C:27]([C:30]([F:32])([F:33])[F:31])=[CH:28][CH:29]=3)[CH:22]=2)=[O:15])=[CH:12][CH:11]=1)([CH3:8])[C:6]([OH:37])=[O:5]. (2) Given the reactants [CH3:1][S:2](Cl)(=[O:4])=[O:3].[C:6]1([CH:12]([OH:19])[CH2:13][CH2:14][CH:15]([OH:18])[CH2:16][CH3:17])[CH:11]=[CH:10][CH:9]=[CH:8][CH:7]=1.C(N(CC)CC)C, predict the reaction product. The product is: [CH3:1][S:2]([O:18][CH:15]([CH2:16][CH3:17])[CH2:14][CH2:13][CH:12]([O:19][S:2]([CH3:1])(=[O:4])=[O:3])[C:6]1[CH:11]=[CH:10][CH:9]=[CH:8][CH:7]=1)(=[O:4])=[O:3]. (3) Given the reactants [Cl:1][C:2]1[CH:21]=[C:20]([Cl:22])[CH:19]=[CH:18][C:3]=1[O:4][CH2:5][C:6]1[CH:7]=[C:8]([CH2:16][OH:17])[CH:9]=[C:10]([O:12][CH:13]([CH3:15])[CH3:14])[CH:11]=1.O[C:24]1[C:28]([CH2:29][CH2:30][C:31]([O:33]CC)=[O:32])=[CH:27][N:26]([CH3:36])[N:25]=1.C(P(CCCC)CCCC)CCC.N(C(N1CCCCC1)=O)=NC(N1CCCCC1)=O.O1CCCC1CCO.[OH-].[Na+].Cl, predict the reaction product. The product is: [Cl:1][C:2]1[CH:21]=[C:20]([Cl:22])[CH:19]=[CH:18][C:3]=1[O:4][CH2:5][C:6]1[CH:7]=[C:8]([CH:9]=[C:10]([O:12][CH:13]([CH3:15])[CH3:14])[CH:11]=1)[CH2:16][O:17][C:24]1[C:28]([CH2:29][CH2:30][C:31]([OH:33])=[O:32])=[CH:27][N:26]([CH3:36])[N:25]=1. (4) Given the reactants [C:1]([O:5][C:6]([N:8]1[CH2:13][CH2:12][C:11](=O)[CH2:10][CH2:9]1)=[O:7])([CH3:4])([CH3:3])[CH3:2].[CH3:15][O:16][C:17](=[O:38])[CH:18]=P(C1C=CC=CC=1)(C1C=CC=CC=1)C1C=CC=CC=1, predict the reaction product. The product is: [C:1]([O:5][C:6]([N:8]1[CH2:13][CH2:12][C:11](=[CH:18][C:17]([O:16][CH3:15])=[O:38])[CH2:10][CH2:9]1)=[O:7])([CH3:4])([CH3:3])[CH3:2].